This data is from TCR-epitope binding with 47,182 pairs between 192 epitopes and 23,139 TCRs. The task is: Binary Classification. Given a T-cell receptor sequence (or CDR3 region) and an epitope sequence, predict whether binding occurs between them. (1) The epitope is IQYIDIGNY. The TCR CDR3 sequence is CASSYSEVPRDYGYTF. Result: 0 (the TCR does not bind to the epitope). (2) The epitope is FLLNKEMYL. The TCR CDR3 sequence is CASSPGPTSYEQYF. Result: 0 (the TCR does not bind to the epitope). (3) The epitope is VLAWLYAAV. The TCR CDR3 sequence is CASSLGGQFYEQYF. Result: 1 (the TCR binds to the epitope). (4) The epitope is GMFNMLSTVLGVS. The TCR CDR3 sequence is CASSQGTGFTYEQYF. Result: 0 (the TCR does not bind to the epitope). (5) The epitope is TAFTIPSI. The TCR CDR3 sequence is CAWSVGAGVGEQYF. Result: 0 (the TCR does not bind to the epitope).